From a dataset of Full USPTO retrosynthesis dataset with 1.9M reactions from patents (1976-2016). Predict the reactants needed to synthesize the given product. Given the product [C:1]([NH:5][C@@H:6]1[CH2:11][CH2:10][C@H:9]([NH2:12])[C@H:8]([CH2:23][S:24]([CH:27]([CH3:29])[CH3:28])(=[O:25])=[O:26])[CH2:7]1)([CH3:4])([CH3:2])[CH3:3], predict the reactants needed to synthesize it. The reactants are: [C:1]([NH:5][C@@H:6]1[CH2:11][CH2:10][C@H:9]([NH:12]C(=O)OCC2C=CC=CC=2)[C@H:8]([CH2:23][S:24]([CH:27]([CH3:29])[CH3:28])(=[O:26])=[O:25])[CH2:7]1)([CH3:4])([CH3:3])[CH3:2].